From a dataset of Full USPTO retrosynthesis dataset with 1.9M reactions from patents (1976-2016). Predict the reactants needed to synthesize the given product. Given the product [C:1]([O:5][C:6]([N:8]1[CH2:9][CH2:10][C:11]2([C:14]3[CH:19]=[CH:18][C:17]([Cl:20])=[CH:16][CH:15]=3)[CH:12]([O:29]2)[CH2:13]1)=[O:7])([CH3:4])([CH3:2])[CH3:3], predict the reactants needed to synthesize it. The reactants are: [C:1]([O:5][C:6]([N:8]1[CH2:13][CH:12]=[C:11]([C:14]2[CH:19]=[CH:18][C:17]([Cl:20])=[CH:16][CH:15]=2)[CH2:10][CH2:9]1)=[O:7])([CH3:4])([CH3:3])[CH3:2].ClC1C=CC=C(C(OO)=[O:29])C=1.